This data is from Forward reaction prediction with 1.9M reactions from USPTO patents (1976-2016). The task is: Predict the product of the given reaction. (1) Given the reactants [CH3:1][C:2]1[O:3][C:4]([C:17]([OH:19])=[O:18])=[C:5]([C:7]2[CH:16]=[CH:15][C:14]3[CH2:13][CH2:12][CH2:11][CH2:10][C:9]=3[CH:8]=2)[N:6]=1.S(=O)(=O)(O)O.[CH3:25]O, predict the reaction product. The product is: [CH3:1][C:2]1[O:3][C:4]([C:17]([O:19][CH3:25])=[O:18])=[C:5]([C:7]2[CH:16]=[CH:15][C:14]3[CH2:13][CH2:12][CH2:11][CH2:10][C:9]=3[CH:8]=2)[N:6]=1. (2) Given the reactants [CH3:1][NH:2][CH2:3][CH2:4][C:5]#[C:6][C:7]1[CH:12]=[CH:11][CH:10]=[CH:9][N:8]=1.[F:13][C:14]1[CH:15]=[C:16]([CH:20]=[CH:21][CH:22]=1)[C:17](Cl)=[O:18], predict the reaction product. The product is: [F:13][C:14]1[CH:15]=[C:16]([CH:20]=[CH:21][CH:22]=1)[C:17]([N:2]([CH3:1])[CH2:3][CH2:4][C:5]#[C:6][C:7]1[CH:12]=[CH:11][CH:10]=[CH:9][N:8]=1)=[O:18]. (3) Given the reactants [CH3:1][O:2][C:3]1C=[CH:11][C:10](C)=[CH:9][C:4]=1C(OC)=S.[Br-].[Br-].[Br-].[C:17]1([N+](C)(C)C)C=CC=CC=1.C1([N+](C)(C)C)C=CC=CC=1.C1([N+](C)(C)C)C=CC=CC=1.[S:47](=[O:50])(O)[O-].[Na+].Cl.[C:53]([O:56][CH2:57]C)(=[O:55])[CH3:54], predict the reaction product. The product is: [CH3:1][O:2][C:3]1[CH:4]=[CH:9][C:10]([S:47]([CH3:17])=[O:50])=[CH:11][C:54]=1[C:53]([O:56][CH3:57])=[O:55]. (4) The product is: [O:23]=[C:15]1[N:14]([CH:11]2[CH2:10][CH2:9][N:8]([CH:29]3[CH2:33][CH2:32][N:31]([C:34]([O:36][CH2:37][CH3:38])=[O:35])[CH2:30]3)[CH2:13][CH2:12]2)[C@@H:18]2[CH2:19][CH2:20][CH2:21][CH2:22][C@H:17]2[NH:16]1. Given the reactants OC(C(F)(F)F)=O.[NH:8]1[CH2:13][CH2:12][CH:11]([N:14]2[C@@H:18]3[CH2:19][CH2:20][CH2:21][CH2:22][C@H:17]3[NH:16][C:15]2=[O:23])[CH2:10][CH2:9]1.C(O)(=O)C.O=[C:29]1[CH2:33][CH2:32][N:31]([C:34]([O:36][CH2:37][CH3:38])=[O:35])[CH2:30]1.[Na], predict the reaction product. (5) Given the reactants CCN(C(C)C)C(C)C.[Cl-].[NH2:11][CH:12]([CH2:26][C:27]1[CH:35]=[CH:34][C:33]([O:36][CH3:37])=[C:32]2[C:28]=1[CH:29]=[CH:30][N:31]2[S:38]([C:41]1[CH:46]=[CH:45][CH:44]=[CH:43][CH:42]=1)(=[O:40])=[O:39])[C:13]([NH:15][CH2:16][CH2:17][CH2:18][CH2:19][C:20]1[CH:25]=[CH:24][CH:23]=[CH:22][CH:21]=1)=[O:14].[C:47]1([S:53](Cl)(=[O:55])=[O:54])[CH:52]=[CH:51][CH:50]=[CH:49][CH:48]=1, predict the reaction product. The product is: [C:47]1([S:53]([NH:11][CH:12]([CH2:26][C:27]2[CH:35]=[CH:34][C:33]([O:36][CH3:37])=[C:32]3[C:28]=2[CH:29]=[CH:30][N:31]3[S:38]([C:41]2[CH:46]=[CH:45][CH:44]=[CH:43][CH:42]=2)(=[O:40])=[O:39])[C:13]([NH:15][CH2:16][CH2:17][CH2:18][CH2:19][C:20]2[CH:21]=[CH:22][CH:23]=[CH:24][CH:25]=2)=[O:14])(=[O:55])=[O:54])[CH:52]=[CH:51][CH:50]=[CH:49][CH:48]=1. (6) Given the reactants Cl.[F:2][C:3]1[CH:4]=[C:5]([CH:8]=[CH:9][C:10]=1[NH:11][S:12]([CH3:15])(=[O:14])=[O:13])[CH2:6][NH2:7].C(N(CC)CC)C.[Cl:23][C:24]1[N:29]=[CH:28][C:27]([CH:30]=[CH:31][C:32](O)=[O:33])=[CH:26][CH:25]=1.C[N+]1(C2N=C(OC)N=C(OC)N=2)CCOCC1.[Cl-], predict the reaction product. The product is: [Cl:23][C:24]1[N:29]=[CH:28][C:27]([CH:30]=[CH:31][C:32]([NH:7][CH2:6][C:5]2[CH:8]=[CH:9][C:10]([NH:11][S:12]([CH3:15])(=[O:14])=[O:13])=[C:3]([F:2])[CH:4]=2)=[O:33])=[CH:26][CH:25]=1.